From a dataset of Forward reaction prediction with 1.9M reactions from USPTO patents (1976-2016). Predict the product of the given reaction. (1) Given the reactants Cl.[NH2:2][C:3]1[CH:8]=[CH:7][C:6]([NH:9][C:10]([C:12]2[CH:17]=[C:16]([N+:18]([O-:20])=[O:19])[CH:15]=[CH:14][C:13]=2[Cl:21])=[O:11])=[CH:5][CH:4]=1.O, predict the reaction product. The product is: [NH2:2][C:3]1[CH:4]=[CH:5][C:6]([NH:9][C:10]([C:12]2[CH:17]=[C:16]([N+:18]([O-:20])=[O:19])[CH:15]=[CH:14][C:13]=2[Cl:21])=[O:11])=[CH:7][CH:8]=1. (2) Given the reactants [C:1]([O:5][C:6]([N:8]1[CH2:13][CH2:12][C:11]2[N:14]([CH2:21][C:22]([OH:24])=O)[N:15]=[C:16]([C:17]([F:20])([F:19])[F:18])[C:10]=2[CH2:9]1)=[O:7])([CH3:4])([CH3:3])[CH3:2].[Cl:25][C:26]1[CH:31]=[CH:30][C:29]([CH:32]([NH2:34])[CH3:33])=[CH:28][CH:27]=1.C1C=CC2N(O)N=NC=2C=1.C(N(CC)CC)C.CCN=C=NCCCN(C)C, predict the reaction product. The product is: [Cl:25][C:26]1[CH:31]=[CH:30][C:29]([CH:32]([NH:34][C:22](=[O:24])[CH2:21][N:14]2[C:11]3[CH2:12][CH2:13][N:8]([C:6]([O:5][C:1]([CH3:2])([CH3:3])[CH3:4])=[O:7])[CH2:9][C:10]=3[C:16]([C:17]([F:19])([F:18])[F:20])=[N:15]2)[CH3:33])=[CH:28][CH:27]=1. (3) Given the reactants [C:1]1([CH:7]2[O:12][CH2:11][CH2:10][NH:9][CH2:8]2)[CH:6]=[CH:5][CH:4]=[CH:3][CH:2]=1.[C:13](Cl)(=[O:18])[CH2:14][CH2:15][CH2:16][CH3:17].C(N(CC)CC)C, predict the reaction product. The product is: [C:1]1([CH:7]2[O:12][CH2:11][CH2:10][N:9]([C:13](=[O:18])[CH2:14][CH2:15][CH2:16][CH3:17])[CH2:8]2)[CH:2]=[CH:3][CH:4]=[CH:5][CH:6]=1. (4) Given the reactants [C:1]([O:9][CH2:10][CH3:11])(=[O:8])[CH2:2][C:3]([O:5][CH2:6][CH3:7])=[O:4].[C:12](OCC)(=[O:15])[CH:13]=[CH2:14].[CH3:19]C(C)([O-])C.[K+].Cl.[CH3:26][CH2:27][O:28][C:29]([CH3:31])=[O:30], predict the reaction product. The product is: [OH:15][C:12]1[CH2:13][CH2:14][C:2]([C:3]([O:5][CH2:6][CH3:7])=[O:4])([C:1]([O:9][CH2:10][CH3:11])=[O:8])[CH2:19][C:31]=1[C:29]([O:28][CH2:27][CH3:26])=[O:30]. (5) Given the reactants [CH3:1][C:2]1[CH:7]=[CH:6][N:5]=[C:4]2[N:8]=[C:9](C3C=CC=CC=3)[O:10][C:3]=12, predict the reaction product. The product is: [CH3:9][O:10][C:3]1[C:4]([NH2:8])=[N:5][CH:6]=[CH:7][C:2]=1[CH3:1].